This data is from Reaction yield outcomes from USPTO patents with 853,638 reactions. The task is: Predict the reaction yield, written as a fraction of the theoretical maximum amount of product (1.0 means a 100% yield; for example, 0.34 means a 34% yield). The reactants are [N:1]1[C:10]2[C:5](=[CH:6][CH:7]=[CH:8][CH:9]=2)[C:4](C=O)=[CH:3][CH:2]=1.C1C[O:16][CH2:15]C1.[BH4-].[Na+].N1C2C(=CC=CC=2)C(CO)=CC=1. The catalyst is CCO. The product is [N:1]1[C:10]2[C:5](=[CH:6][CH:7]=[CH:8][CH:9]=2)[CH:4]=[C:3]([CH2:15][OH:16])[CH:2]=1. The yield is 0.650.